The task is: Predict the product of the given reaction.. This data is from Forward reaction prediction with 1.9M reactions from USPTO patents (1976-2016). (1) Given the reactants [F:1][C:2]1[CH:19]=[CH:18][CH:17]=[C:16]2[C:3]=1[C:4]1C=CC(C)=[CH:8][C:9]=1[C:10]12[CH2:15][CH2:14]O[CH2:12][CH2:11]1.BrN1[C:26](=O)[CH2:25][CH2:24][C:23]1=[O:28].N(C(C)(C)C#N)=NC(C)(C)C#N.Cl([O-])(=O)(=O)=O.[Na+].P([O-])(O)(O)=O.[Na+].CC(=CC)C.CC(C)=[O:60].[OH2:62], predict the reaction product. The product is: [F:1][C:2]1[CH:19]=[CH:18][CH:17]=[C:16]2[C:3]=1[C:4]1[CH:26]=[CH:25][C:24]([C:23]([OH:28])=[O:60])=[CH:8][C:9]=1[C:10]12[CH2:11][CH2:12][O:62][CH2:14][CH2:15]1. (2) Given the reactants [Br:1]Br.[OH-].[Na+].[OH:5][C:6]1[N:14]=[CH:13][CH:12]=[CH:11][C:7]=1[C:8]([OH:10])=[O:9].Cl, predict the reaction product. The product is: [Br:1][C:12]1[CH:13]=[N:14][C:6]([OH:5])=[C:7]([CH:11]=1)[C:8]([OH:10])=[O:9]. (3) Given the reactants [Br:1][CH:2](O)[CH3:3].[Si:5](Cl)([C:8]([CH3:11])([CH3:10])[CH3:9])([CH3:7])[CH3:6].C(N(CC)CC)C.[OH2:20], predict the reaction product. The product is: [Br:1][CH2:2][CH2:3][O:20][Si:5]([C:8]([CH3:11])([CH3:10])[CH3:9])([CH3:7])[CH3:6]. (4) Given the reactants [CH2:1]([O:8][C:9]1[C:14](=[O:15])C=C(COC2CCCCO2)O[C:10]=1[C:24]([N:26]([CH2:30][CH:31]([NH:39]C(OC(C)(C)C)=O)[C:32]([O:34][C:35]([CH3:38])([CH3:37])[CH3:36])=[O:33])[CH:27]([CH3:29])[CH3:28])=[O:25])[C:2]1[CH:7]=[CH:6][CH:5]=[CH:4][CH:3]=1.[CH3:47]C#N.O.[C:51](O)([C:53](F)(F)F)=[O:52].C([O-])(O)=O.[Na+], predict the reaction product. The product is: [CH2:1]([O:8][C:9]1[C:14](=[O:15])[CH:47]=[C:53]([CH2:51][OH:52])[N:39]2[CH:31]([C:32]([O:34][C:35]([CH3:37])([CH3:38])[CH3:36])=[O:33])[CH2:30][N:26]([CH:27]([CH3:28])[CH3:29])[C:24](=[O:25])[C:10]=12)[C:2]1[CH:3]=[CH:4][CH:5]=[CH:6][CH:7]=1. (5) Given the reactants [NH2:1][C:2]1[CH:3]=[C:4]2[C:8](=[CH:9][CH:10]=1)[NH:7][CH:6]=[CH:5]2.[F:11][C:12]([F:29])([F:28])[C:13]1[CH:14]=[C:15]([N:19]2[CH2:24][CH2:23][CH:22]([C:25](O)=[O:26])[CH2:21][CH2:20]2)[CH:16]=[CH:17][CH:18]=1, predict the reaction product. The product is: [NH:7]1[C:8]2[C:4](=[CH:3][C:2]([NH:1][C:25]([CH:22]3[CH2:21][CH2:20][N:19]([C:15]4[CH:16]=[CH:17][CH:18]=[C:13]([C:12]([F:29])([F:11])[F:28])[CH:14]=4)[CH2:24][CH2:23]3)=[O:26])=[CH:10][CH:9]=2)[CH:5]=[CH:6]1. (6) Given the reactants [C:1]([C:5]1[N:10]=[CH:9][C:8]([C:11]2[N:12]([C:32](Cl)=[O:33])[C:13]([C:25]3[CH:30]=[CH:29][C:28]([Cl:31])=[CH:27][CH:26]=3)([CH3:24])[C:14]([C:17]3[CH:22]=[CH:21][C:20]([Cl:23])=[CH:19][CH:18]=3)([CH3:16])[N:15]=2)=[C:7]([O:35][CH2:36][CH3:37])[CH:6]=1)([CH3:4])([CH3:3])[CH3:2].CC1(C)[O:43][C@@H:42]([CH2:44][N:45]2[CH2:50][CH2:49][NH:48][CH2:47][CH2:46]2)[CH2:41][O:40]1, predict the reaction product. The product is: [C:1]([C:5]1[N:10]=[CH:9][C:8]([C:11]2[N:12]([C:32]([N:48]3[CH2:47][CH2:46][N:45]([CH2:44][C@H:42]([OH:43])[CH2:41][OH:40])[CH2:50][CH2:49]3)=[O:33])[C@@:13]([C:25]3[CH:26]=[CH:27][C:28]([Cl:31])=[CH:29][CH:30]=3)([CH3:24])[C@@:14]([C:17]3[CH:22]=[CH:21][C:20]([Cl:23])=[CH:19][CH:18]=3)([CH3:16])[N:15]=2)=[C:7]([O:35][CH2:36][CH3:37])[CH:6]=1)([CH3:3])([CH3:4])[CH3:2].[ClH:23].